From a dataset of Full USPTO retrosynthesis dataset with 1.9M reactions from patents (1976-2016). Predict the reactants needed to synthesize the given product. Given the product [C:1]([C:3]1[CH:8]=[CH:7][C:6]([CH2:9][O:10][S:19]([CH3:18])(=[O:21])=[O:20])=[CH:5][CH:4]=1)#[CH:2], predict the reactants needed to synthesize it. The reactants are: [C:1]([C:3]1[CH:8]=[CH:7][C:6]([CH2:9][OH:10])=[CH:5][CH:4]=1)#[CH:2].C(N(CC)CC)C.[CH3:18][S:19](Cl)(=[O:21])=[O:20].